From a dataset of Catalyst prediction with 721,799 reactions and 888 catalyst types from USPTO. Predict which catalyst facilitates the given reaction. Reactant: [C:1]1([C:27]2[CH:32]=[CH:31][CH:30]=[CH:29][CH:28]=2)[CH:6]=[CH:5][CH:4]=[CH:3][C:2]=1[C@H:7]1[C@H:12]([C:13]2[CH:18]=[CH:17][CH:16]=[CH:15][C:14]=2[C:19]2[CH:24]=[CH:23][CH:22]=[CH:21][CH:20]=2)[N:11]2[CH2:25][CH2:26][N:8]1[CH2:9][CH2:10]2.[F:33][C:34]([F:41])([F:40])[S:35]([O:38]C)(=[O:37])=[O:36]. Product: [F:33][C:34]([F:41])([F:40])[S:35]([O-:38])(=[O:37])=[O:36].[C:1]1([C:27]2[CH:28]=[CH:29][CH:30]=[CH:31][CH:32]=2)[CH:6]=[CH:5][CH:4]=[CH:3][C:2]=1[C@H:7]1[C@H:12]([C:13]2[CH:18]=[CH:17][CH:16]=[CH:15][C:14]=2[C:19]2[CH:24]=[CH:23][CH:22]=[CH:21][CH:20]=2)[N:11]2[CH2:25][CH2:26][N+:8]1([CH3:34])[CH2:9][CH2:10]2. The catalyst class is: 2.